From a dataset of Full USPTO retrosynthesis dataset with 1.9M reactions from patents (1976-2016). Predict the reactants needed to synthesize the given product. (1) The reactants are: [Cl:1][CH2:2][C:3]1[CH:8]=[CH:7][C:6]([CH:9](O)[CH3:10])=[CH:5][CH:4]=1.S(=O)(=O)(O)O.[OH2:17].[C:18](#[N:20])[CH3:19]. Given the product [Cl:1][CH2:2][C:3]1[CH:8]=[CH:7][C:6]([CH:9]([NH:20][C:18](=[O:17])[CH3:19])[CH3:10])=[CH:5][CH:4]=1, predict the reactants needed to synthesize it. (2) Given the product [CH2:9]([N:16]1[CH2:21][CH:20]2[CH:18]([CH:19]2[CH:22]=[N:2][OH:3])[CH2:17]1)[C:10]1[CH:15]=[CH:14][CH:13]=[CH:12][CH:11]=1, predict the reactants needed to synthesize it. The reactants are: Cl.[NH2:2][OH:3].C([O-])(=O)C.[Na+].[CH2:9]([N:16]1[CH2:21][CH:20]2[CH:18]([CH:19]2[CH:22]=O)[CH2:17]1)[C:10]1[CH:15]=[CH:14][CH:13]=[CH:12][CH:11]=1. (3) Given the product [Cl:1][C:2]1[CH:3]=[C:4]([C:8]2[CH:13]=[C:12]([CH2:14][C:15]3[CH:20]=[CH:19][C:18]([CH2:21][CH2:22][OH:23])=[CH:17][CH:16]=3)[CH:11]=[C:10]([C:26]([F:29])([F:27])[F:28])[N:9]=2)[CH:5]=[CH:6][CH:7]=1, predict the reactants needed to synthesize it. The reactants are: [Cl:1][C:2]1[CH:3]=[C:4]([C:8]2[CH:13]=[C:12]([CH2:14][C:15]3[CH:20]=[CH:19][C:18]([CH2:21][C:22](OC)=[O:23])=[CH:17][CH:16]=3)[CH:11]=[C:10]([C:26]([F:29])([F:28])[F:27])[N:9]=2)[CH:5]=[CH:6][CH:7]=1. (4) Given the product [CH3:49][O:50][C:51](=[O:63])[CH2:52][C@H:53]([OH:62])[CH2:54][N:55]([C:14](=[O:16])[C@@H:13]([NH:12][C:4]1[CH:5]=[CH:6][C:7]([C:8]([F:9])([F:10])[F:11])=[C:2]([Cl:1])[CH:3]=1)[CH3:17])[CH2:56][CH:57]([O:58][CH3:59])[O:60][CH3:61], predict the reactants needed to synthesize it. The reactants are: [Cl:1][C:2]1[CH:3]=[C:4]([NH:12][C@@H:13]([CH3:17])[C:14]([OH:16])=O)[CH:5]=[CH:6][C:7]=1[C:8]([F:11])([F:10])[F:9].CN1CCOCC1.CN(C(ON1N=NC2C=CC=NC1=2)=[N+](C)C)C.F[P-](F)(F)(F)(F)F.[CH3:49][O:50][C:51](=[O:63])[CH2:52][C@H:53]([OH:62])[CH2:54][NH:55][CH2:56][CH:57]([O:60][CH3:61])[O:58][CH3:59].OS([O-])(=O)=O.[K+].CCOC(C)=O. (5) Given the product [CH3:1][O:2][C:3]([C:4]1[CH:9]=[CH:8][C:7]([C:24]2[CH:23]=[CH:22][CH:21]=[C:20]([NH2:19])[CH:25]=2)=[CH:6][C:5]=1[CH3:11])=[O:12], predict the reactants needed to synthesize it. The reactants are: [CH3:1][O:2][C:3](=[O:12])[C:4]1[CH:9]=[CH:8][C:7](Br)=[CH:6][C:5]=1[CH3:11].C(=O)(O)[O-].[Na+].O.[NH2:19][C:20]1[CH:21]=[C:22](B(O)O)[CH:23]=[CH:24][CH:25]=1. (6) Given the product [C:14]([N:22]1[CH2:27][CH2:26][N:25]([CH2:12][CH2:11][CH2:10][N:2]([CH3:1])[C:3](=[O:9])[O:4][C:5]([CH3:6])([CH3:7])[CH3:8])[CH2:24][CH2:23]1)(=[O:21])[C:15]1[CH:20]=[CH:19][CH:18]=[CH:17][CH:16]=1, predict the reactants needed to synthesize it. The reactants are: [CH3:1][N:2]([CH2:10][CH2:11][CH:12]=O)[C:3](=[O:9])[O:4][C:5]([CH3:8])([CH3:7])[CH3:6].[C:14]([N:22]1[CH2:27][CH2:26][NH:25][CH2:24][CH2:23]1)(=[O:21])[C:15]1[CH:20]=[CH:19][CH:18]=[CH:17][CH:16]=1.[BH4-].[Na+].